This data is from Catalyst prediction with 721,799 reactions and 888 catalyst types from USPTO. The task is: Predict which catalyst facilitates the given reaction. Reactant: [Cl:1][C:2]1[CH:7]=[CH:6][CH:5]=[CH:4][C:3]=1[S:8][C:9]1[S:13][C:12]([NH:14][C:15]([C:17]2([C:20]3[CH:25]=[CH:24][C:23]([O:26][CH3:27])=[CH:22][CH:21]=3)[CH2:19][CH2:18]2)=[O:16])=[N:11][CH:10]=1.OO.CC[O:32]CC.O. Product: [Cl:1][C:2]1[CH:7]=[CH:6][CH:5]=[CH:4][C:3]=1[S:8]([C:9]1[S:13][C:12]([NH:14][C:15]([C:17]2([C:20]3[CH:21]=[CH:22][C:23]([O:26][CH3:27])=[CH:24][CH:25]=3)[CH2:18][CH2:19]2)=[O:16])=[N:11][CH:10]=1)=[O:32]. The catalyst class is: 15.